Predict which catalyst facilitates the given reaction. From a dataset of Catalyst prediction with 721,799 reactions and 888 catalyst types from USPTO. Product: [C:1]([C:7]1[C:11]2[CH:12]=[CH:13][CH:14]=[CH:15][C:10]=2[O:9][C:8]=1[C:16]1[CH:17]=[C:18]2[C:23](=[CH:24][CH:25]=1)[C:22]([C:26]1[CH:31]=[CH:30][CH:29]=[CH:28][CH:27]=1)=[C:21]([O:32][CH2:33][C:34]([OH:36])=[O:35])[CH:20]=[CH:19]2)(=[O:6])[CH2:2][CH2:3][CH2:4][CH3:5]. The catalyst class is: 20. Reactant: [C:1]([C:7]1[C:11]2[CH:12]=[CH:13][CH:14]=[CH:15][C:10]=2[O:9][C:8]=1[C:16]1[CH:17]=[C:18]2[C:23](=[CH:24][CH:25]=1)[C:22]([C:26]1[CH:31]=[CH:30][CH:29]=[CH:28][CH:27]=1)=[C:21]([O:32][CH2:33][C:34]([O:36]CC)=[O:35])[CH:20]=[CH:19]2)(=[O:6])[CH2:2][CH2:3][CH2:4][CH3:5].[OH-].[K+].